Task: Predict the reactants needed to synthesize the given product.. Dataset: Full USPTO retrosynthesis dataset with 1.9M reactions from patents (1976-2016) (1) Given the product [F:30][C:27]1[CH:26]=[CH:25][C:24]([CH2:23][N:16]([C@@H:17]([CH3:22])[C:18]([F:21])([F:20])[F:19])[C:14](=[O:15])[CH2:13][N:9]2[C:8](=[O:31])[C@@:7]3([C:32]4[C:4](=[CH:3][C:2]([NH:1][C:39]([NH:38][S:35](=[O:37])(=[O:36])[O:44][CH3:48])=[O:40])=[CH:34][CH:33]=4)[CH2:5][CH2:6]3)[O:11][C:10]2=[O:12])=[CH:29][CH:28]=1, predict the reactants needed to synthesize it. The reactants are: [NH2:1][C:2]1[CH:3]=[C:4]2[C:32](=[CH:33][CH:34]=1)[C@:7]1([O:11][C:10](=[O:12])[N:9]([CH2:13][C:14]([N:16]([CH2:23][C:24]3[CH:29]=[CH:28][C:27]([F:30])=[CH:26][CH:25]=3)[C@@H:17]([CH3:22])[C:18]([F:21])([F:20])[F:19])=[O:15])[C:8]1=[O:31])[CH2:6][CH2:5]2.[S:35](Cl)([N:38]=[C:39]=[O:40])(=[O:37])=[O:36].CO.[O:44]1[CH2:48]CCC1. (2) Given the product [C:26]([CH:29]1[O:24][C:5]2=[N:6][C:7]([C:17]3[CH:22]=[CH:21][CH:20]=[CH:19][C:18]=3[Cl:23])=[C:8]([C:10]3[CH:15]=[CH:14][C:13]([Cl:16])=[CH:12][CH:11]=3)[CH:9]=[C:4]2[C:1](=[O:3])[CH2:2]1)([CH3:28])([CH3:27])[CH3:25], predict the reactants needed to synthesize it. The reactants are: [C:1]([C:4]1[C:5](=[O:24])[NH:6][C:7]([C:17]2[CH:22]=[CH:21][CH:20]=[CH:19][C:18]=2[Cl:23])=[C:8]([C:10]2[CH:15]=[CH:14][C:13]([Cl:16])=[CH:12][CH:11]=2)[CH:9]=1)(=[O:3])[CH3:2].[CH:25](=O)[C:26]([CH3:29])([CH3:28])[CH3:27].N1CCCC1. (3) Given the product [C:1]([O:5][C:6](=[O:7])[NH:8][CH:9]([CH2:13][C:14]1[C:19]([CH3:20])=[CH:18][C:17]([C:21](=[O:23])[NH2:22])=[CH:16][C:15]=1[CH3:24])[C:10](=[O:11])[N:47]1[CH2:48][CH2:49][CH2:50][CH2:51][CH:46]1[C:43]1[NH:44][CH:45]=[C:41]([C:35]2[CH:40]=[CH:39][CH:38]=[CH:37][CH:36]=2)[N:42]=1)([CH3:3])([CH3:4])[CH3:2], predict the reactants needed to synthesize it. The reactants are: [C:1]([O:5][C:6]([NH:8][CH:9]([CH2:13][C:14]1[C:19]([CH3:20])=[CH:18][C:17]([C:21](=[O:23])[NH2:22])=[CH:16][C:15]=1[CH3:24])[C:10](O)=[O:11])=[O:7])([CH3:4])([CH3:3])[CH3:2].ON1C2C=CC=CC=2N=N1.[C:35]1([C:41]2[N:42]=[C:43]([CH:46]3[CH2:51][CH2:50][CH2:49][CH2:48][NH:47]3)[NH:44][CH:45]=2)[CH:40]=[CH:39][CH:38]=[CH:37][CH:36]=1.CN(C)CCCCN=C=NCC.C(O)(=O)CC(CC(O)=O)(C(O)=O)O. (4) Given the product [CH:12]([NH:10][C:8](=[O:9])[CH2:7][C:2]1[CH:3]=[CH:4][CH:5]=[CH:6][C:1]=1[CH3:11])=[O:13], predict the reactants needed to synthesize it. The reactants are: [C:1]1([CH3:11])[CH:6]=[CH:5][CH:4]=[CH:3][C:2]=1[CH2:7][C:8]([NH2:10])=[O:9].[CH3:12][O:13]C(OC)N(C)C. (5) Given the product [CH3:7][C:6]([CH2:5][CH2:4][CH:3]=[C:2]([CH3:9])[CH3:1])=[C:10]([C:11]1[CH:16]=[CH:15][CH:14]=[CH:13][CH:12]=1)[C:17]#[N:18], predict the reactants needed to synthesize it. The reactants are: [CH3:1][C:2]([CH3:9])=[CH:3][CH2:4][CH2:5][C:6](=O)[CH3:7].[CH2:10]([C:17]#[N:18])[C:11]1[CH:16]=[CH:15][CH:14]=[CH:13][CH:12]=1.[OH-].[K+].CO.